From a dataset of Reaction yield outcomes from USPTO patents with 853,638 reactions. Predict the reaction yield, written as a fraction of the theoretical maximum amount of product (1.0 means a 100% yield; for example, 0.34 means a 34% yield). (1) The reactants are [CH3:1][O:2][C:3](=[O:28])[C@H:4]([CH2:24][CH2:25][S:26][CH3:27])[NH:5][C:6](=[O:23])[C:7]1[CH:12]=[CH:11][C:10]([N+:13]([O-])=O)=[CH:9][C:8]=1[C:16]1[CH:21]=[CH:20][CH:19]=[CH:18][C:17]=1[CH3:22].C(Cl)[Cl:30].Cl. The catalyst is C(OCC)(=O)C.CCOCC. The product is [ClH:30].[CH3:1][O:2][C:3](=[O:28])[C@H:4]([CH2:24][CH2:25][S:26][CH3:27])[NH:5][C:6](=[O:23])[C:7]1[CH:12]=[CH:11][C:10]([NH2:13])=[CH:9][C:8]=1[C:16]1[CH:21]=[CH:20][CH:19]=[CH:18][C:17]=1[CH3:22]. The yield is 0.850. (2) The reactants are CCN(C(C)C)C(C)C.[O:10]=[C:11]1[CH:16]=[CH:15][CH:14]=[CH:13][N:12]1[C:17]1[CH:25]=[CH:24][C:20]([C:21]([OH:23])=O)=[CH:19][CH:18]=1.C1C=CC2N(O)N=NC=2C=1.CCN=C=NCCCN(C)C.Cl.[NH2:48][CH2:49][C:50]([N:52]1[CH2:57][CH2:56][N:55]([C:58](=[O:69])[C:59]2[CH:64]=[CH:63][CH:62]=[CH:61][C:60]=2[C:65]([F:68])([F:67])[F:66])[CH2:54][CH2:53]1)=[O:51]. The catalyst is CN(C=O)C.O. The product is [O:10]=[C:11]1[CH:16]=[CH:15][CH:14]=[CH:13][N:12]1[C:17]1[CH:18]=[CH:19][C:20]([C:21]([NH:48][CH2:49][C:50](=[O:51])[N:52]2[CH2:53][CH2:54][N:55]([C:58](=[O:69])[C:59]3[CH:64]=[CH:63][CH:62]=[CH:61][C:60]=3[C:65]([F:66])([F:68])[F:67])[CH2:56][CH2:57]2)=[O:23])=[CH:24][CH:25]=1. The yield is 0.147. (3) The reactants are [CH3:1][C:2]1[CH:10]=[C:9]2[C:5]([CH:6]=[CH:7][NH:8]2)=[CH:4][CH:3]=1.[CH3:11][Mg]Br.[CH3:14][CH:15]([CH3:19])[C:16](Cl)=[O:17]. The catalyst is CCOCC.[Cl-].[Zn+2].[Cl-]. The product is [CH:7]([NH:8][C:9]1[CH:10]=[C:2]([CH3:1])[CH:3]=[CH:4][C:5]=1[CH2:11][C:16](=[O:17])[CH:15]([CH3:19])[CH3:14])=[CH2:6]. The yield is 0.560. (4) The reactants are [CH2:1]([N:8]1[CH:13]=[CH:12][CH:11]=[C:10]([C:14]([NH:16][C@@H:17]([CH2:22][CH2:23][CH2:24][CH2:25][NH:26][C:27]([NH:29][S:30]([C:33]2[C:34]([CH3:47])=[C:35]3[C:40](=[C:41]([CH3:44])[C:42]=2[CH3:43])[O:39][C:38]([CH3:46])([CH3:45])[CH2:37][CH2:36]3)(=[O:32])=[O:31])=[NH:28])[C:18]([O:20]C)=[O:19])=[O:15])[C:9]1=[O:48])[C:2]1[CH:7]=[CH:6][CH:5]=[CH:4][CH:3]=1.[OH-].[Na+]. The catalyst is CO.O. The product is [CH2:1]([N:8]1[CH:13]=[CH:12][CH:11]=[C:10]([C:14]([NH:16][C@@H:17]([CH2:22][CH2:23][CH2:24][CH2:25][NH:26][C:27]([NH:29][S:30]([C:33]2[C:34]([CH3:47])=[C:35]3[C:40](=[C:41]([CH3:44])[C:42]=2[CH3:43])[O:39][C:38]([CH3:45])([CH3:46])[CH2:37][CH2:36]3)(=[O:31])=[O:32])=[NH:28])[C:18]([OH:20])=[O:19])=[O:15])[C:9]1=[O:48])[C:2]1[CH:3]=[CH:4][CH:5]=[CH:6][CH:7]=1. The yield is 0.890. (5) The reactants are Cl[C:2]1[CH:7]=[CH:6][C:5]([N+:8]([O-:10])=[O:9])=[CH:4][N:3]=1.[CH:11]1([OH:16])[CH2:15][CH2:14][CH2:13][CH2:12]1.[H-].[Na+]. The catalyst is C1COCC1. The product is [CH:11]1([O:16][C:2]2[CH:7]=[CH:6][C:5]([N+:8]([O-:10])=[O:9])=[CH:4][N:3]=2)[CH2:15][CH2:14][CH2:13][CH2:12]1. The yield is 0.0400.